Dataset: NCI-60 drug combinations with 297,098 pairs across 59 cell lines. Task: Regression. Given two drug SMILES strings and cell line genomic features, predict the synergy score measuring deviation from expected non-interaction effect. (1) Drug 1: CN(C)C1=NC(=NC(=N1)N(C)C)N(C)C. Drug 2: CN(CC1=CN=C2C(=N1)C(=NC(=N2)N)N)C3=CC=C(C=C3)C(=O)NC(CCC(=O)O)C(=O)O. Cell line: PC-3. Synergy scores: CSS=37.2, Synergy_ZIP=3.27, Synergy_Bliss=1.52, Synergy_Loewe=-21.3, Synergy_HSA=-2.29. (2) Cell line: A549. Synergy scores: CSS=2.13, Synergy_ZIP=-5.03, Synergy_Bliss=-4.36, Synergy_Loewe=-29.5, Synergy_HSA=-7.94. Drug 2: C1=NC2=C(N1)C(=S)N=CN2. Drug 1: CN(C)C1=NC(=NC(=N1)N(C)C)N(C)C.